From a dataset of Full USPTO retrosynthesis dataset with 1.9M reactions from patents (1976-2016). Predict the reactants needed to synthesize the given product. (1) Given the product [CH3:14][C:13]1[N:20]([CH2:16][CH:17]([CH3:19])[CH3:18])[C:2]2[C:11]3[N:10]=[CH:9][CH:8]=[CH:7][C:6]=3[N:5]=[CH:4][C:3]=2[N:12]=1, predict the reactants needed to synthesize it. The reactants are: Cl[C:2]1[C:11]2[C:6](=[CH:7][CH:8]=[CH:9][N:10]=2)[N:5]=[CH:4][C:3]=1[NH:12][C:13](=O)[CH3:14].[CH2:16]([NH2:20])[CH:17]([CH3:19])[CH3:18].C(=O)([O-])[O-].[Na+].[Na+]. (2) The reactants are: [C:1]([OH:9])(=[O:8])[CH:2]([CH2:4][C:5]([OH:7])=[O:6])[OH:3].C(=O)([O-])[O-].[Ca+2]. Given the product [C:1]([OH:9])(=[O:8])[CH:2]([CH2:4][C:5]([OH:7])=[O:6])[OH:3].[C:1]([O-:9])(=[O:8])[CH:2]([CH2:4][C:5]([O-:7])=[O:6])[OH:3], predict the reactants needed to synthesize it. (3) Given the product [NH2:18][C:17]1[N:11]([C:8]2[CH:9]=[CH:10][C:5]([C:4]([O:3][CH2:1][CH3:2])=[O:13])=[CH:6][CH:7]=2)[N:12]=[C:15]([CH3:19])[CH:16]=1, predict the reactants needed to synthesize it. The reactants are: [CH2:1]([O:3][C:4](=[O:13])[C:5]1[CH:10]=[CH:9][C:8]([NH:11][NH2:12])=[CH:7][CH:6]=1)[CH3:2].O=[C:15]([CH3:19])[CH2:16][C:17]#[N:18].Cl. (4) Given the product [Cl:12][C:13]1[CH:14]=[C:15]([CH2:21][OH:22])[CH:16]=[C:17]([CH:20]=1)[C:18]#[N:19], predict the reactants needed to synthesize it. The reactants are: ClC1C=CC(C#N)=CC=1CO.[Cl:12][C:13]1[CH:14]=[C:15]([CH:21]=[O:22])[CH:16]=[C:17]([CH:20]=1)[C:18]#[N:19].ClC1C=CC(C#N)=CC=1C=O.